From a dataset of Full USPTO retrosynthesis dataset with 1.9M reactions from patents (1976-2016). Predict the reactants needed to synthesize the given product. (1) Given the product [C:12]([N:11]1[C:7]([C:1]2[CH:6]=[CH:5][CH:4]=[CH:3][C:2]=2[B:31]([OH:36])[OH:32])=[N:8][N:9]=[N:10]1)([C:25]1[CH:26]=[CH:27][CH:28]=[CH:29][CH:30]=1)([C:13]1[CH:18]=[CH:17][CH:16]=[CH:15][CH:14]=1)[C:19]1[CH:20]=[CH:21][CH:22]=[CH:23][CH:24]=1, predict the reactants needed to synthesize it. The reactants are: [C:1]1([C:7]2[N:11]([C:12]([C:25]3[CH:30]=[CH:29][CH:28]=[CH:27][CH:26]=3)([C:19]3[CH:24]=[CH:23][CH:22]=[CH:21][CH:20]=3)[C:13]3[CH:18]=[CH:17][CH:16]=[CH:15][CH:14]=3)[N:10]=[N:9][N:8]=2)[CH:6]=[CH:5][CH:4]=[CH:3][CH:2]=1.[B:31](OC(C)C)([O:36]C(C)C)[O:32]C(C)C.CC(O)=O. (2) The reactants are: Cl[C:2]1[CH:3]=[CH:4][C:5]2[N:6]([C:8]([C:12]3[CH:17]=[CH:16][N:15]=[C:14]4[N:18]([S:21]([C:24]5[CH:29]=[CH:28][C:27]([CH3:30])=[CH:26][CH:25]=5)(=[O:23])=[O:22])[CH:19]=[CH:20][C:13]=34)=[C:9]([CH3:11])[N:10]=2)[N:7]=1.[CH3:31][C@@H:32]1[CH2:37][NH:36][CH2:35][CH2:34][NH:33]1.C(N(CC)CC)C. Given the product [CH3:11][C:9]1[N:10]=[C:5]2[CH:4]=[CH:3][C:2]([N:36]3[CH2:35][CH2:34][NH:33][C@H:32]([CH3:31])[CH2:37]3)=[N:7][N:6]2[C:8]=1[C:12]1[CH:17]=[CH:16][N:15]=[C:14]2[N:18]([S:21]([C:24]3[CH:29]=[CH:28][C:27]([CH3:30])=[CH:26][CH:25]=3)(=[O:23])=[O:22])[CH:19]=[CH:20][C:13]=12, predict the reactants needed to synthesize it. (3) Given the product [CH2:12]([O:11][C:9]1[C:10]2[C:2]([C:35]#[C:34][C:33]([O:37][CH3:38])=[O:36])=[CH:3][N:4]([S:16]([C:19]3[CH:25]=[CH:24][C:22]([CH3:23])=[CH:21][CH:20]=3)(=[O:18])=[O:17])[C:5]=2[N:6]=[CH:7][N:8]=1)[CH:13]([CH3:15])[CH3:14], predict the reactants needed to synthesize it. The reactants are: I[C:2]1[C:10]2[C:9]([O:11][CH2:12][CH:13]([CH3:15])[CH3:14])=[N:8][CH:7]=[N:6][C:5]=2[N:4]([S:16]([C:19]2[CH:25]=[CH:24][C:22]([CH3:23])=[CH:21][CH:20]=2)(=[O:18])=[O:17])[CH:3]=1.CN1CCOCC1.[C:33]([O:37][CH3:38])(=[O:36])[C:34]#[CH:35].C(O)(=O)C. (4) Given the product [Cl:1][C:2]1[CH:3]=[CH:4][C:5]([CH2:6][N:7]2[C:12](=[N:13][C:14]3[CH:19]=[CH:18][C:17]([O:20][CH:21]([CH3:23])[CH3:22])=[C:16]([CH3:24])[CH:15]=3)[NH:11][C:10](=[O:25])[N:9]([CH2:26][C@@H:27]([C:32]([O:34][CH3:35])=[O:33])[OH:28])[C:8]2=[O:36])=[CH:37][CH:38]=1, predict the reactants needed to synthesize it. The reactants are: [Cl:1][C:2]1[CH:38]=[CH:37][C:5]([CH2:6][N:7]2[C:12](=[N:13][C:14]3[CH:19]=[CH:18][C:17]([O:20][CH:21]([CH3:23])[CH3:22])=[C:16]([CH3:24])[CH:15]=3)[NH:11][C:10](=[O:25])[N:9]([CH2:26][C@@H:27]([C:32]([O:34][CH3:35])=[O:33])[O:28]COC)[C:8]2=[O:36])=[CH:4][CH:3]=1.Cl.C(=O)(O)[O-].[Na+]. (5) The reactants are: [CH2:1]([O:3][C:4]1[CH:13]=[C:12](I)[CH:11]=[CH:10][C:5]=1[C:6]([O:8][CH3:9])=[O:7])[CH3:2].[F:15][C:16]1[CH:21]=[CH:20][CH:19]=[CH:18][C:17]=1B(O)O. Given the product [CH2:1]([O:3][C:4]1[CH:13]=[C:12]([C:17]2[CH:18]=[CH:19][CH:20]=[CH:21][C:16]=2[F:15])[CH:11]=[CH:10][C:5]=1[C:6]([O:8][CH3:9])=[O:7])[CH3:2], predict the reactants needed to synthesize it. (6) Given the product [CH:15]([N:13]1[CH2:14][CH:11]([C:9](=[O:10])[CH2:1][CH3:2])[CH2:12]1)([C:22]1[CH:27]=[CH:26][CH:25]=[CH:24][CH:23]=1)[C:16]1[CH:17]=[CH:18][CH:19]=[CH:20][CH:21]=1, predict the reactants needed to synthesize it. The reactants are: [CH2:1]([Mg]Br)[CH3:2].COCN[C:9]([CH:11]1[CH2:14][N:13]([CH:15]([C:22]2[CH:27]=[CH:26][CH:25]=[CH:24][CH:23]=2)[C:16]2[CH:21]=[CH:20][CH:19]=[CH:18][CH:17]=2)[CH2:12]1)=[O:10].[Cl-].[NH4+]. (7) Given the product [CH:12]([C:15]1[C:16]([O:46][CH2:47][O:48][CH3:49])=[CH:17][C:18]([O:42][CH2:43][O:44][CH3:45])=[C:19]([C:21]2[N:25]([C:26]3[CH:31]=[CH:30][C:29]([CH2:32][N:33]4[CH2:34][CH2:35][N:36]([CH3:39])[CH2:37][CH2:38]4)=[CH:28][CH:27]=3)[C:24]([S:50]([CH3:2])(=[O:54])=[O:52])=[N:23][N:22]=2)[CH:20]=1)([CH3:13])[CH3:14], predict the reactants needed to synthesize it. The reactants are: Cl[C:2]1C=CC=C(C(OO)=O)C=1.[CH:12]([C:15]1[C:16]([O:46][CH2:47][O:48][CH3:49])=[CH:17][C:18]([O:42][CH2:43][O:44][CH3:45])=[C:19]([C:21]2[N:25]([C:26]3[CH:31]=[CH:30][C:29]([CH2:32][N:33]4[CH2:38][CH2:37][N:36]([CH3:39])[CH2:35][CH2:34]4)=[CH:28][CH:27]=3)[C:24](SC)=[N:23][N:22]=2)[CH:20]=1)([CH3:14])[CH3:13].[S:50]([O-:54])([O-])(=[O:52])=S.[Na+].[Na+].S(=O)(O)[O-].[K+].C(=O)([O-])O.[Na+].